From a dataset of Peptide-MHC class I binding affinity with 185,985 pairs from IEDB/IMGT. Regression. Given a peptide amino acid sequence and an MHC pseudo amino acid sequence, predict their binding affinity value. This is MHC class I binding data. (1) The peptide sequence is KSYCQPLPE. The MHC is HLA-B18:01 with pseudo-sequence HLA-B18:01. The binding affinity (normalized) is 0.0847. (2) The peptide sequence is LADQLIHLHY. The MHC is HLA-B51:01 with pseudo-sequence HLA-B51:01. The binding affinity (normalized) is 0. (3) The peptide sequence is FLHKRFTLV. The MHC is HLA-A02:03 with pseudo-sequence HLA-A02:03. The binding affinity (normalized) is 1.00. (4) The peptide sequence is KPFNNILNL. The MHC is HLA-B35:01 with pseudo-sequence HLA-B35:01. The binding affinity (normalized) is 0. (5) The peptide sequence is NIKISLNEIL. The MHC is HLA-A02:01 with pseudo-sequence HLA-A02:01. The binding affinity (normalized) is 0.152. (6) The peptide sequence is NLPSKPVWL. The MHC is HLA-A68:02 with pseudo-sequence HLA-A68:02. The binding affinity (normalized) is 0.245. (7) The peptide sequence is GLAIFLPLV. The MHC is HLA-A02:03 with pseudo-sequence HLA-A02:03. The binding affinity (normalized) is 0.920.